Dataset: Forward reaction prediction with 1.9M reactions from USPTO patents (1976-2016). Task: Predict the product of the given reaction. (1) Given the reactants [O-]Cl.[Na+].C([O-])(O)=O.[Na+].[O:9]1[CH:13]2[O:14][CH2:15][CH2:16][CH:12]2[CH:11]([OH:17])[CH2:10]1.[K+].[Br-], predict the reaction product. The product is: [O:9]1[CH:13]2[O:14][CH2:15][CH2:16][CH:12]2[C:11](=[O:17])[CH2:10]1. (2) Given the reactants [CH3:1][N:2]1[C:7]2=[CH:8][N:9]([CH2:14][O:15][CH2:16][CH2:17][Si:18]([CH3:21])([CH3:20])[CH3:19])[C:10](B(O)O)=[C:6]2[C:5](=[O:22])[N:4]([CH3:23])[C:3]1=[O:24].Br[C:26]1[CH:31]=[CH:30][CH:29]=[C:28]([F:32])[CH:27]=1.[OH-].[Ba+2].[OH-].O, predict the reaction product. The product is: [F:32][C:28]1[CH:27]=[C:26]([C:10]2[N:9]([CH2:14][O:15][CH2:16][CH2:17][Si:18]([CH3:21])([CH3:20])[CH3:19])[CH:8]=[C:7]3[C:6]=2[C:5](=[O:22])[N:4]([CH3:23])[C:3](=[O:24])[N:2]3[CH3:1])[CH:31]=[CH:30][CH:29]=1. (3) Given the reactants FC(F)(F)C(O)=O.[Cl:8][C:9]1[C:14]([F:15])=[C:13]2[NH:16][C:17](=[O:39])[C:18]3([CH:22]([C:23]4[CH:28]=[CH:27][CH:26]=[C:25]([Cl:29])[C:24]=4[F:30])[CH:21]([C:31](O)=[O:32])[NH:20][CH:19]3[CH2:34][C:35]([CH3:38])([CH3:37])[CH3:36])[C:12]2=[CH:11][CH:10]=1.C(N(C(C)C)CC)(C)C.C1(P(Cl)(C2C=CC=CC=2)=O)C=CC=CC=1.[NH2:64][C:65]1[CH:72]=[CH:71][C:68]([C:69]#[N:70])=[CH:67][CH:66]=1, predict the reaction product. The product is: [C:69]([C:68]1[CH:71]=[CH:72][C:65]([NH:64][C:31]([CH:21]2[NH:20][CH:19]([CH2:34][C:35]([CH3:36])([CH3:38])[CH3:37])[C:18]3([C:12]4[C:13](=[C:14]([F:15])[C:9]([Cl:8])=[CH:10][CH:11]=4)[NH:16][C:17]3=[O:39])[CH:22]2[C:23]2[CH:28]=[CH:27][CH:26]=[C:25]([Cl:29])[C:24]=2[F:30])=[O:32])=[CH:66][CH:67]=1)#[N:70].